Dataset: Forward reaction prediction with 1.9M reactions from USPTO patents (1976-2016). Task: Predict the product of the given reaction. Given the reactants [Br:1][C:2]1[C:3]([Cl:12])=[CH:4][C:5]([OH:11])=[C:6]([CH:10]=1)[C:7]([OH:9])=[O:8].[C:13]([O:17][C:18](=[O:23])[CH2:19][CH2:20][CH2:21]Br)([CH3:16])([CH3:15])[CH3:14].[C:24]([O-:27])([O-])=[O:25].[K+].[K+], predict the reaction product. The product is: [C:13]([O:17][C:18]([CH2:19][CH2:20][CH2:21][O:8][C:7](=[O:9])[C:6]1[CH:10]=[C:2]([Br:1])[C:3]([Cl:12])=[CH:4][C:5]=1[O:11][CH2:2][CH2:3][CH2:4][C:24]([O:27][C:6]([CH3:10])([CH3:7])[CH3:5])=[O:25])=[O:23])([CH3:16])([CH3:15])[CH3:14].